From a dataset of Full USPTO retrosynthesis dataset with 1.9M reactions from patents (1976-2016). Predict the reactants needed to synthesize the given product. (1) Given the product [NH2:24][C:22]1[N:21]=[CH:20][N:19]=[C:18]2[N:17]([CH:25]([CH3:27])[CH3:26])[N:16]=[C:15]([C:6]3[CH:5]=[C:4]([CH2:2][OH:3])[CH:9]=[CH:8][CH:7]=3)[C:23]=12, predict the reactants needed to synthesize it. The reactants are: N[C:2]([C:4]1[CH:9]=[CH:8][C:7](B(O)O)=[CH:6][C:5]=1Cl)=[O:3].I[C:15]1[C:23]2[C:18](=[N:19][CH:20]=[N:21][C:22]=2[NH2:24])[N:17]([CH:25]([CH3:27])[CH3:26])[N:16]=1.C([O-])([O-])=O.[Na+].[Na+]. (2) Given the product [CH3:23][C:15]1[CH:14]=[C:13]([C:11]2[CH:10]=[C:9]([C:24]([F:27])([F:26])[F:25])[N:8]=[C:7]([N:5]3[CH:6]=[C:2]([C:32]4[CH:33]=[CH:34][C:29]([NH2:28])=[N:30][CH:31]=4)[N:3]=[CH:4]3)[N:12]=2)[CH:18]=[CH:17][C:16]=1[C:19]([F:22])([F:21])[F:20], predict the reactants needed to synthesize it. The reactants are: Br[C:2]1[N:3]=[CH:4][N:5]([C:7]2[N:12]=[C:11]([C:13]3[CH:18]=[CH:17][C:16]([C:19]([F:22])([F:21])[F:20])=[C:15]([CH3:23])[CH:14]=3)[CH:10]=[C:9]([C:24]([F:27])([F:26])[F:25])[N:8]=2)[CH:6]=1.[NH2:28][C:29]1[CH:34]=[CH:33][C:32](B2OC(C)(C)C(C)(C)O2)=[CH:31][N:30]=1. (3) Given the product [CH2:1]([C:5]1[N:6]=[C:7]([CH3:27])[N:8]([C:30]2[CH:29]=[CH:28][C:37]3[C:32](=[CH:33][CH:34]=[CH:35][CH:36]=3)[CH:31]=2)[C:9](=[O:26])[C:10]=1[CH2:11][C:12]1[CH:17]=[CH:16][C:15]([C:18]2[C:19]([C:24]#[N:25])=[CH:20][CH:21]=[CH:22][CH:23]=2)=[CH:14][CH:13]=1)[CH2:2][CH2:3][CH3:4], predict the reactants needed to synthesize it. The reactants are: [CH2:1]([C:5]1[N:6]=[C:7]([CH3:27])[NH:8][C:9](=[O:26])[C:10]=1[CH2:11][C:12]1[CH:17]=[CH:16][C:15]([C:18]2[C:19]([C:24]#[N:25])=[CH:20][CH:21]=[CH:22][CH:23]=2)=[CH:14][CH:13]=1)[CH2:2][CH2:3][CH3:4].[CH:28]1[C:37]2[C:32](=[CH:33][CH:34]=[CH:35][CH:36]=2)[CH:31]=[CH:30][C:29]=1B(O)O.C(N(CC)CC)C.N1C=CC=CC=1. (4) Given the product [N:10]1([C:8]([O:7][C:3]([CH3:6])([CH3:4])[CH3:5])=[O:9])[CH2:15][CH2:14][O:13][CH:12]([C:16]([O:18][CH3:19])=[O:17])[CH2:11]1, predict the reactants needed to synthesize it. The reactants are: CI.[C:3]([O:7][C:8]([N:10]1[CH2:15][CH2:14][O:13][CH:12]([C:16]([OH:18])=[O:17])[CH2:11]1)=[O:9])([CH3:6])([CH3:5])[CH3:4].[C:19](=O)([O-])[O-].[K+].[K+]. (5) Given the product [Cl:20][C:4]1[N:10]([CH2:11][C:12]2[CH:17]=[CH:16][CH:15]=[C:14]([F:18])[CH:13]=2)[CH:8]([N:27]2[CH2:32][CH2:31][O:30][CH2:29][CH2:28]2)[C:7]([C:21]([OH:24])=[O:22])=[C:6]([CH3:19])[CH:5]=1.[Cl:1][C:2]1[C:7]([C:8]([NH:10][CH2:11][C:12]2[CH:17]=[CH:16][CH:15]=[C:14]([F:18])[CH:13]=2)=[O:9])=[C:6]([CH3:19])[CH:5]=[C:4]([N:27]2[CH2:32][CH2:31][O:30][CH2:29][CH2:28]2)[N:3]=1, predict the reactants needed to synthesize it. The reactants are: [Cl:1][C:2]1[C:7]([C:8]([NH:10][CH2:11][C:12]2[CH:17]=[CH:16][CH:15]=[C:14]([F:18])[CH:13]=2)=[O:9])=[C:6]([CH3:19])[CH:5]=[C:4]([Cl:20])[N:3]=1.[C:21]([O-:24])([O-])=[O:22].[K+].[K+].[NH:27]1[CH2:32][CH2:31][O:30][CH2:29][CH2:28]1. (6) Given the product [CH2:30]([O:29][C:27](=[O:28])[CH2:26][NH:25][CH2:9][CH2:8][N:7]([C:6]([O:5][C:1]([CH3:4])([CH3:3])[CH3:2])=[O:23])[CH2:11][CH2:12][C:13]1[CH:22]=[CH:21][C:16]2[C:17](=[O:20])[O:18][CH2:19][C:15]=2[CH:14]=1)[CH3:31], predict the reactants needed to synthesize it. The reactants are: [C:1]([O:5][C:6](=[O:23])[N:7]([CH2:11][CH2:12][C:13]1[CH:22]=[CH:21][C:16]2[C:17](=[O:20])[O:18][CH2:19][C:15]=2[CH:14]=1)[CH2:8][CH:9]=O)([CH3:4])([CH3:3])[CH3:2].Cl.[NH2:25][CH2:26][C:27]([O:29][CH2:30][CH3:31])=[O:28].C([BH3-])#N.[Na+].C(O)(=O)C. (7) Given the product [CH3:17][O:16][CH2:15][CH2:14][NH:13][C:11](=[O:12])[CH2:10][CH2:9][NH:8][CH3:1], predict the reactants needed to synthesize it. The reactants are: [CH2:1]([N:8](C)[CH2:9][CH2:10][C:11]([NH:13][CH2:14][CH2:15][O:16][CH3:17])=[O:12])C1C=CC=CC=1.